This data is from NCI-60 drug combinations with 297,098 pairs across 59 cell lines. The task is: Regression. Given two drug SMILES strings and cell line genomic features, predict the synergy score measuring deviation from expected non-interaction effect. (1) Cell line: CCRF-CEM. Drug 1: C1=CC=C(C=C1)NC(=O)CCCCCCC(=O)NO. Drug 2: CC1C(C(CC(O1)OC2CC(OC(C2O)C)OC3=CC4=CC5=C(C(=O)C(C(C5)C(C(=O)C(C(C)O)O)OC)OC6CC(C(C(O6)C)O)OC7CC(C(C(O7)C)O)OC8CC(C(C(O8)C)O)(C)O)C(=C4C(=C3C)O)O)O)O. Synergy scores: CSS=86.1, Synergy_ZIP=-1.80, Synergy_Bliss=-0.488, Synergy_Loewe=-2.06, Synergy_HSA=-0.993. (2) Drug 1: CC1=C(C=C(C=C1)C(=O)NC2=CC(=CC(=C2)C(F)(F)F)N3C=C(N=C3)C)NC4=NC=CC(=N4)C5=CN=CC=C5. Drug 2: CC(C)(C#N)C1=CC(=CC(=C1)CN2C=NC=N2)C(C)(C)C#N. Cell line: HL-60(TB). Synergy scores: CSS=30.2, Synergy_ZIP=-3.29, Synergy_Bliss=-12.4, Synergy_Loewe=22.4, Synergy_HSA=-8.63. (3) Drug 1: CC12CCC(CC1=CCC3C2CCC4(C3CC=C4C5=CN=CC=C5)C)O. Drug 2: C1=CN(C(=O)N=C1N)C2C(C(C(O2)CO)O)O.Cl. Cell line: SF-539. Synergy scores: CSS=32.9, Synergy_ZIP=-9.96, Synergy_Bliss=0.619, Synergy_Loewe=-27.1, Synergy_HSA=2.77. (4) Drug 1: CCC1=CC2CC(C3=C(CN(C2)C1)C4=CC=CC=C4N3)(C5=C(C=C6C(=C5)C78CCN9C7C(C=CC9)(C(C(C8N6C)(C(=O)OC)O)OC(=O)C)CC)OC)C(=O)OC.C(C(C(=O)O)O)(C(=O)O)O. Drug 2: C1=NNC2=C1C(=O)NC=N2. Cell line: NCIH23. Synergy scores: CSS=26.0, Synergy_ZIP=-1.92, Synergy_Bliss=1.88, Synergy_Loewe=-3.23, Synergy_HSA=4.21.